From a dataset of Peptide-MHC class I binding affinity with 185,985 pairs from IEDB/IMGT. Regression. Given a peptide amino acid sequence and an MHC pseudo amino acid sequence, predict their binding affinity value. This is MHC class I binding data. (1) The peptide sequence is APAMGMNAY. The MHC is HLA-B07:02 with pseudo-sequence HLA-B07:02. The binding affinity (normalized) is 0.381. (2) The peptide sequence is MVYDATIL. The MHC is H-2-Kb with pseudo-sequence H-2-Kb. The binding affinity (normalized) is 0.330. (3) The peptide sequence is MQSSFFMNR. The MHC is HLA-A11:01 with pseudo-sequence HLA-A11:01. The binding affinity (normalized) is 0.991. (4) The peptide sequence is RQRLLPAAL. The MHC is HLA-B15:03 with pseudo-sequence HLA-B15:03. The binding affinity (normalized) is 0.925. (5) The peptide sequence is SIRAGFHPTA. The MHC is Patr-A0101 with pseudo-sequence Patr-A0101. The binding affinity (normalized) is 0.